This data is from Full USPTO retrosynthesis dataset with 1.9M reactions from patents (1976-2016). The task is: Predict the reactants needed to synthesize the given product. (1) Given the product [CH2:1]=[C:2]1[CH2:7][O:6][C@H:5]([C:8]2[CH:13]=[C:12]([F:14])[C:11]([F:15])=[CH:10][C:9]=2[F:16])[C@@H:4]([NH:17][C:18](=[O:19])[O:20][C:21]([CH3:24])([CH3:23])[CH3:22])[CH2:3]1, predict the reactants needed to synthesize it. The reactants are: [CH2:1]=[C:2]1[CH2:7][O:6][C@H:5]([C:8]2[CH:13]=[C:12]([F:14])[C:11]([F:15])=[CH:10][C:9]=2[F:16])[C@@H:4]([NH2:17])[CH2:3]1.[C:18](O[C:18]([O:20][C:21]([CH3:24])([CH3:23])[CH3:22])=[O:19])([O:20][C:21]([CH3:24])([CH3:23])[CH3:22])=[O:19]. (2) The reactants are: [C:1]([NH:6][C:7]1[C:12]([C:13]([O:15]CC)=[O:14])=[CH:11][N:10]=[C:9]([C:18]([F:21])([F:20])[F:19])[N:8]=1)([CH2:4][CH3:5])([CH3:3])[CH3:2].[OH-].[Na+]. Given the product [C:1]([NH:6][C:7]1[C:12]([C:13]([OH:15])=[O:14])=[CH:11][N:10]=[C:9]([C:18]([F:20])([F:21])[F:19])[N:8]=1)([CH2:4][CH3:5])([CH3:2])[CH3:3], predict the reactants needed to synthesize it. (3) Given the product [Br:26][CH2:2][C:3]1[CH:8]=[CH:7][C:6]([CH2:9][CH2:10][N:11]2[CH:16]=[CH:15][C:14]([O:17][CH2:18][C:19]3[S:20][CH:21]=[CH:22][CH:23]=3)=[CH:13][C:12]2=[O:24])=[CH:5][CH:4]=1, predict the reactants needed to synthesize it. The reactants are: O[CH2:2][C:3]1[CH:8]=[CH:7][C:6]([CH2:9][CH2:10][N:11]2[CH:16]=[CH:15][C:14]([O:17][CH2:18][C:19]3[S:20][CH:21]=[CH:22][CH:23]=3)=[CH:13][C:12]2=[O:24])=[CH:5][CH:4]=1.P(Br)(Br)[Br:26]. (4) Given the product [Cl:1][C:2]1[CH:3]=[CH:4][C:5]([CH2:6][N:7]2[CH:12]=[CH:11][C:10]([CH2:32][N:20]3[CH2:21][CH2:22][N:17]([C:23]([O:25][C:26]([CH3:29])([CH3:28])[CH3:27])=[O:24])[CH2:18][CH2:19]3)=[C:9]([OH:13])[C:8]2=[O:14])=[CH:15][CH:16]=1, predict the reactants needed to synthesize it. The reactants are: [Cl:1][C:2]1[CH:16]=[CH:15][C:5]([CH2:6][N:7]2[CH:12]=[CH:11][CH:10]=[C:9]([OH:13])[C:8]2=[O:14])=[CH:4][CH:3]=1.[N:17]1([C:23]([O:25][C:26]([CH3:29])([CH3:28])[CH3:27])=[O:24])[CH2:22][CH2:21][NH:20][CH2:19][CH2:18]1.C=O.[C:32](O)(=O)C. (5) Given the product [CH3:1][S:2]([C:5]1[CH:10]=[C:9]([C:11]2[CH:12]=[CH:13][N:14]=[CH:15][CH:16]=2)[CH:8]=[CH:7][C:6]=1[NH:17][S:2]([C:19]1[CH:9]=[CH:10][C:5]2[C:21](=[CH:22][CH:23]=[CH:7][CH:6]=2)[CH:20]=1)(=[O:4])=[O:3])(=[O:4])=[O:3], predict the reactants needed to synthesize it. The reactants are: [CH3:1][S:2]([C:5]1[CH:10]=[C:9]([C:11]2[CH:16]=[CH:15][N:14]=[CH:13][CH:12]=2)[CH:8]=[CH:7][C:6]=1[NH2:17])(=[O:4])=[O:3].N1[CH:23]=[CH:22][CH:21]=[CH:20][CH:19]=1. (6) Given the product [Br:1][C:2]1[C:3]([CH2:10][Br:32])=[N:4][C:5]([S:8][CH3:9])=[N:6][CH:7]=1, predict the reactants needed to synthesize it. The reactants are: [Br:1][C:2]1[C:3]([CH2:10]O)=[N:4][C:5]([S:8][CH3:9])=[N:6][CH:7]=1.C1(P(C2C=CC=CC=2)C2C=CC=CC=2)C=CC=CC=1.C(Br)(Br)(Br)[Br:32].